This data is from Reaction yield outcomes from USPTO patents with 853,638 reactions. The task is: Predict the reaction yield, written as a fraction of the theoretical maximum amount of product (1.0 means a 100% yield; for example, 0.34 means a 34% yield). (1) The reactants are [Br:1][C:2]1[CH:3]=[N:4][CH:5]=[C:6](Br)[CH:7]=1.[CH3:9][O-:10].[Na+]. The catalyst is CO.[Cu]. The product is [Br:1][C:2]1[CH:7]=[C:6]([O:10][CH3:9])[CH:5]=[N:4][CH:3]=1. The yield is 0.595. (2) The reactants are [C:1]([N:5]1[C:9](=[O:10])[C:8](Cl)=[C:7]([C:12]2[CH:17]=[CH:16][CH:15]=[CH:14][CH:13]=2)[S:6]1(=[O:19])=[O:18])([CH3:4])([CH3:3])[CH3:2].Cl.Cl.[F:22][C:23]1[CH:24]=[CH:25][C:26]([N:29]2[CH2:34][CH2:33][CH:32]([NH2:35])[CH2:31][CH2:30]2)=[N:27][CH:28]=1. The catalyst is CN(C=O)C. The product is [C:1]([N:5]1[C:9](=[O:10])[C:8]([NH:35][CH:32]2[CH2:33][CH2:34][N:29]([C:26]3[CH:25]=[CH:24][C:23]([F:22])=[CH:28][N:27]=3)[CH2:30][CH2:31]2)=[C:7]([C:12]2[CH:17]=[CH:16][CH:15]=[CH:14][CH:13]=2)[S:6]1(=[O:19])=[O:18])([CH3:4])([CH3:3])[CH3:2]. The yield is 0.580. (3) The reactants are [CH3:1][C:2]1[O:6][N:5]=[C:4]([C:7]2[CH:12]=[CH:11][CH:10]=[CH:9][CH:8]=2)[C:3]=1[CH2:13][O:14][C:15]1[CH:23]=[CH:22][C:18]([C:19]([OH:21])=O)=[CH:17][N:16]=1.[NH2:24][CH:25]1[CH2:29][CH2:28][CH2:27][CH:26]1[OH:30]. No catalyst specified. The product is [OH:30][CH:26]1[CH2:27][CH2:28][CH2:29][CH:25]1[NH:24][C:19](=[O:21])[C:18]1[CH:22]=[CH:23][C:15]([O:14][CH2:13][C:3]2[C:4]([C:7]3[CH:8]=[CH:9][CH:10]=[CH:11][CH:12]=3)=[N:5][O:6][C:2]=2[CH3:1])=[N:16][CH:17]=1. The yield is 0.310. (4) The reactants are [CH3:1][O:2][C:3](=[O:16])[C:4]1[CH:9]=[C:8]([N+:10]([O-:12])=[O:11])[C:7]([NH2:13])=[C:6]([Cl:14])[C:5]=1F.[NH2:17][C:18]1[CH:23]=[CH:22][CH:21]=[CH:20][CH:19]=1.O. The catalyst is CO. The product is [CH3:1][O:2][C:3](=[O:16])[C:4]1[CH:9]=[C:8]([N+:10]([O-:12])=[O:11])[C:7]([NH2:13])=[C:6]([Cl:14])[C:5]=1[NH:17][C:18]1[CH:23]=[CH:22][CH:21]=[CH:20][CH:19]=1. The yield is 0.840. (5) The reactants are [CH3:1][C@H:2]1[CH2:7][CH2:6][NH:5][CH2:4][C@@H:3]1[NH:8][C:9]1[C:10]2[CH:17]=[CH:16][NH:15][C:11]=2[N:12]=[CH:13][N:14]=1.C([O-])(O)=O.[Na+].[C:23](Cl)(=[O:26])[CH:24]=[CH2:25].CCOC(C)=O.CO. The catalyst is C1COCC1.O. The product is [N:12]1[C:11]2[NH:15][CH:16]=[CH:17][C:10]=2[C:9]([NH:8][C@@H:3]2[C@@H:2]([CH3:1])[CH2:7][CH2:6][N:5]([C:23](=[O:26])[CH:24]=[CH2:25])[CH2:4]2)=[N:14][CH:13]=1. The yield is 0.340. (6) The reactants are [F:1][C:2]1([C:8]2[CH:17]=[CH:16][CH:15]=[C:14]3[C:9]=2[CH:10]=[CH:11][CH:12]=[N:13]3)[CH2:7][CH2:6][NH:5][CH2:4][CH2:3]1.O=[CH:19][CH2:20][C:21]1[C:30]2[O:29][CH2:28][C:27]3=[C:31]([C:34]([O:36][CH2:37][CH3:38])=[O:35])[N:32]=[CH:33][N:26]3[C:25]=2[CH:24]=[CH:23][CH:22]=1.C(O[BH-](OC(=O)C)OC(=O)C)(=O)C.[Na+].[Cl:53]CCCl. No catalyst specified. The product is [ClH:53].[ClH:53].[F:1][C:2]1([C:8]2[CH:17]=[CH:16][CH:15]=[C:14]3[C:9]=2[CH:10]=[CH:11][CH:12]=[N:13]3)[CH2:3][CH2:4][N:5]([CH2:19][CH2:20][C:21]2[C:30]3[O:29][CH2:28][C:27]4=[C:31]([C:34]([O:36][CH2:37][CH3:38])=[O:35])[N:32]=[CH:33][N:26]4[C:25]=3[CH:24]=[CH:23][CH:22]=2)[CH2:6][CH2:7]1. The yield is 0.620. (7) The reactants are [NH2:1][C:2]1[C:11]2[C:6](=[CH:7][CH:8]=[CH:9][CH:10]=2)[CH:5]=[CH:4][C:3]=1[C:12]([OH:21])([C:17]([F:20])([F:19])[F:18])[C:13]([F:16])([F:15])[F:14].[CH:22]1([CH2:27][C:28](Cl)=[O:29])[CH2:26][CH2:25][CH2:24][CH2:23]1. No catalyst specified. The product is [CH:22]1([CH2:27][C:28]([NH:1][C:2]2[C:11]3[C:6](=[CH:7][CH:8]=[CH:9][CH:10]=3)[CH:5]=[CH:4][C:3]=2[C:12]([OH:21])([C:13]([F:14])([F:15])[F:16])[C:17]([F:18])([F:19])[F:20])=[O:29])[CH2:26][CH2:25][CH2:24][CH2:23]1. The yield is 0.300. (8) The reactants are Br[C:2]1[C:3]2[N:4]([CH:9]=[CH:10][N:11]=2)[N:5]=[C:6]([Cl:8])[CH:7]=1.[CH:12]([N:15]1[CH2:20][CH2:19][N:18]([C:21]2[CH:22]=[CH:23][C:24]([NH2:27])=[N:25][CH:26]=2)[CH2:17][CH2:16]1)([CH3:14])[CH3:13].[H-].[Na+]. The catalyst is CN(C=O)C. The product is [Cl:8][C:6]1[CH:7]=[C:2]([NH:27][C:24]2[CH:23]=[CH:22][C:21]([N:18]3[CH2:19][CH2:20][N:15]([CH:12]([CH3:14])[CH3:13])[CH2:16][CH2:17]3)=[CH:26][N:25]=2)[C:3]2[N:4]([CH:9]=[CH:10][N:11]=2)[N:5]=1. The yield is 0.230. (9) The reactants are FC1C=C(C2C(C)=C(O)C(=O)N(CC(C)C)N=2)C=CC=1C.[C:22]([C:25]1[C:26](=[O:45])[N:27]([CH2:41][CH:42]([CH3:44])[CH3:43])[N:28]=[C:29]([C:31]2[CH:36]=[CH:35][C:34]([C:37]([F:40])([F:39])[F:38])=[CH:33][CH:32]=2)[CH:30]=1)(O)=[O:23]. No catalyst specified. The product is [OH:23][CH2:22][C:25]1[C:26](=[O:45])[N:27]([CH2:41][CH:42]([CH3:43])[CH3:44])[N:28]=[C:29]([C:31]2[CH:32]=[CH:33][C:34]([C:37]([F:40])([F:38])[F:39])=[CH:35][CH:36]=2)[CH:30]=1. The yield is 0.281. (10) The reactants are Cl.[N+:2]([C:5]1[CH:15]=[CH:14][C:8]([O:9][CH2:10][C:11]([OH:13])=[O:12])=[CH:7][CH:6]=1)([O-:4])=[O:3].[CH2:16](O)[CH2:17][OH:18]. No catalyst specified. The product is [OH:18][CH2:17][CH2:16][O:12][C:11](=[O:13])[CH2:10][O:9][C:8]1[CH:7]=[CH:6][C:5]([N+:2]([O-:4])=[O:3])=[CH:15][CH:14]=1. The yield is 0.574.